This data is from Buchwald-Hartwig C-N cross coupling reaction yields with 55,370 reactions. The task is: Predict the reaction yield, written as a fraction of the theoretical maximum amount of product (1.0 means a 100% yield; for example, 0.34 means a 34% yield). (1) The reactants are CCc1ccc(Cl)cc1.Cc1ccc(N)cc1.O=S(=O)(O[Pd]1c2ccccc2-c2ccccc2N~1)C(F)(F)F.COc1ccc(OC)c(P(C(C)(C)C)C(C)(C)C)c1-c1c(C(C)C)cc(C(C)C)cc1C(C)C.CN1CCCN2CCCN=C12.c1ccc(-c2ccno2)cc1. No catalyst specified. The product is CCc1ccc(Nc2ccc(C)cc2)cc1. The yield is 0. (2) The reactants are COc1ccc(Cl)cc1.Cc1ccc(N)cc1.O=S(=O)(O[Pd]1c2ccccc2-c2ccccc2N~1)C(F)(F)F.COc1ccc(OC)c(P([C@]23C[C@H]4C[C@H](C[C@H](C4)C2)C3)[C@]23C[C@H]4C[C@H](C[C@H](C4)C2)C3)c1-c1c(C(C)C)cc(C(C)C)cc1C(C)C.CN1CCCN2CCCN=C12.CCOC(=O)c1cc(OC)no1. The product is COc1ccc(Nc2ccc(C)cc2)cc1. No catalyst specified. The yield is 0.